This data is from Forward reaction prediction with 1.9M reactions from USPTO patents (1976-2016). The task is: Predict the product of the given reaction. Given the reactants [C:1]([O:7][CH2:8][C@H:9]([C:15]1[C:37]([CH3:38])=[CH:36][C:18]2[N:19]=[C:20]([C:22]3[CH:27]=[CH:26][CH:25]=[C:24]([O:28]CC4C=CC=CC=4)[CH:23]=3)[S:21][C:17]=2[C:16]=1[C:39]1[CH:44]=[CH:43][C:42]([Cl:45])=[CH:41][CH:40]=1)[O:10][C:11]([CH3:14])([CH3:13])[CH3:12])(=[O:6])[C:2]([CH3:5])([CH3:4])[CH3:3].[H][H].N1C=CC=CC=1.[O:54](S(C(F)(F)F)(=O)=O)[S:55]([C:58]([F:61])([F:60])[F:59])(=O)=[O:56], predict the reaction product. The product is: [C:1]([O:7][CH2:8][C@@H:9]([O:10][C:11]([CH3:14])([CH3:13])[CH3:12])[C:15]1[C:37]([CH3:38])=[CH:36][C:18]2[N:19]=[C:20]([C:22]3[CH:27]=[CH:26][CH:25]=[C:24]([O:28][S:55]([C:58]([F:61])([F:60])[F:59])(=[O:56])=[O:54])[CH:23]=3)[S:21][C:17]=2[C:16]=1[C:39]1[CH:40]=[CH:41][C:42]([Cl:45])=[CH:43][CH:44]=1)(=[O:6])[C:2]([CH3:4])([CH3:3])[CH3:5].